From a dataset of Catalyst prediction with 721,799 reactions and 888 catalyst types from USPTO. Predict which catalyst facilitates the given reaction. Reactant: Cl.[NH2:2][C@H:3]1[C@H:7]([C:8]2[CH:13]=[CH:12][C:11]([F:14])=[C:10]([F:15])[CH:9]=2)[CH2:6][N:5]([CH2:16][C:17]#[N:18])[CH2:4]1.[C:19]1([N:25]2[C:29]([NH:30][C:31](=O)[O:32]C3C=CC=CC=3)=[C:28]3[CH2:40][CH2:41][CH2:42][C:27]3=[N:26]2)[CH:24]=[CH:23][CH:22]=[CH:21][CH:20]=1.CCN(C(C)C)C(C)C. Product: [C:17]([CH2:16][N:5]1[CH2:6][C@@H:7]([C:8]2[CH:13]=[CH:12][C:11]([F:14])=[C:10]([F:15])[CH:9]=2)[C@H:3]([NH:2][C:31]([NH:30][C:29]2[N:25]([C:19]3[CH:20]=[CH:21][CH:22]=[CH:23][CH:24]=3)[N:26]=[C:27]3[CH2:42][CH2:41][CH2:40][C:28]=23)=[O:32])[CH2:4]1)#[N:18]. The catalyst class is: 44.